Task: Predict the reactants needed to synthesize the given product.. Dataset: Full USPTO retrosynthesis dataset with 1.9M reactions from patents (1976-2016) (1) Given the product [Cl:1][C:2]1[CH:7]=[CH:6][C:5]([CH:8]([NH:29][CH2:28][C:27]2[CH:30]=[CH:31][C:24]([O:23][CH3:22])=[CH:25][CH:26]=2)[C:9]2[C:10]([C:16]([O:18][CH2:19][CH3:20])=[O:17])=[N:11][N:12]([CH3:15])[C:13]=2[CH3:14])=[CH:4][CH:3]=1, predict the reactants needed to synthesize it. The reactants are: [Cl:1][C:2]1[CH:7]=[CH:6][C:5]([CH:8](O)[C:9]2[C:10]([C:16]([O:18][CH2:19][CH3:20])=[O:17])=[N:11][N:12]([CH3:15])[C:13]=2[CH3:14])=[CH:4][CH:3]=1.[CH3:22][O:23][C:24]1[CH:31]=[CH:30][C:27]([CH2:28][NH2:29])=[CH:26][CH:25]=1. (2) Given the product [C:55]([O:59][C:60](=[O:66])[N:61]([CH2:63][CH2:64][NH:65][C:24]([C:19]1[C:18]([NH:17][C:15]([C:13]2[CH:12]=[CH:11][CH:10]=[C:9]([C:7]3[CH:6]=[N:5][N:4]([CH2:3][CH2:2][Cl:1])[CH:8]=3)[N:14]=2)=[O:16])=[CH:22][N:21]([CH3:23])[N:20]=1)=[O:25])[CH3:62])([CH3:58])([CH3:56])[CH3:57], predict the reactants needed to synthesize it. The reactants are: [Cl:1][CH2:2][CH2:3][N:4]1[CH:8]=[C:7]([C:9]2[N:14]=[C:13]([C:15]([NH:17][C:18]3[C:19]([C:24]([O-])=[O:25])=[N:20][N:21]([CH3:23])[CH:22]=3)=[O:16])[CH:12]=[CH:11][CH:10]=2)[CH:6]=[N:5]1.[Li+].F[P-](F)(F)(F)(F)F.N1(O[P+](N(C)C)(N(C)C)N(C)C)C2C=CC=CC=2N=N1.[C:55]([O:59][C:60](=[O:66])[N:61]([CH2:63][CH2:64][NH2:65])[CH3:62])([CH3:58])([CH3:57])[CH3:56].C(N(C(C)C)C(C)C)C.